This data is from Full USPTO retrosynthesis dataset with 1.9M reactions from patents (1976-2016). The task is: Predict the reactants needed to synthesize the given product. (1) Given the product [ClH:4].[ClH:4].[CH3:5][O:6][CH2:7][CH2:8][C@@H:9]1[NH:14][CH2:13][CH2:12][N:11]([C:15]2[C:24]3[C:23]4[CH:25]=[CH:26][CH:27]=[CH:28][C:22]=4[S:21][C:20]=3[NH:19][C:18]3[CH:29]=[CH:30][C:31]([C:33]([F:35])([F:36])[F:34])=[CH:32][C:17]=3[N:16]=2)[CH2:10]1, predict the reactants needed to synthesize it. The reactants are: C([Cl:4])(=O)C.[CH3:5][O:6][CH2:7][CH2:8][C@@H:9]1[NH:14][CH2:13][CH2:12][N:11]([C:15]2[C:24]3[C:23]4[CH:25]=[CH:26][CH:27]=[CH:28][C:22]=4[S:21][C:20]=3[NH:19][C:18]3[CH:29]=[CH:30][C:31]([C:33]([F:36])([F:35])[F:34])=[CH:32][C:17]=3[N:16]=2)[CH2:10]1. (2) Given the product [I:8][C:9]1[CH:14]=[CH:13][CH:12]=[CH:11][C:10]=1[NH:15][C:16]([NH:2][CH3:1])=[O:17], predict the reactants needed to synthesize it. The reactants are: [CH3:1][NH2:2].C1COCC1.[I:8][C:9]1[CH:14]=[CH:13][CH:12]=[CH:11][C:10]=1[N:15]=[C:16]=[O:17]. (3) Given the product [CH:11]1([C:9]2[O:8][N:7]=[C:6]([C:4]([OH:5])=[O:3])[CH:10]=2)[CH2:12][CH2:13][CH2:14][CH2:15][CH2:16]1, predict the reactants needed to synthesize it. The reactants are: C([O:3][C:4]([C:6]1[CH:10]=[C:9]([CH:11]2[CH2:16][CH2:15][CH2:14][CH2:13][CH2:12]2)[O:8][N:7]=1)=[O:5])C.[OH-].[Na+].Cl. (4) Given the product [C:1]([O:5][C:6]([N:8]1[CH2:13][CH2:12][C:11]([CH:15]([O:19][S:27]([CH3:26])(=[O:29])=[O:28])[CH2:16][C:17]#[N:18])([CH3:14])[CH2:10][CH2:9]1)=[O:7])([CH3:4])([CH3:2])[CH3:3], predict the reactants needed to synthesize it. The reactants are: [C:1]([O:5][C:6]([N:8]1[CH2:13][CH2:12][C:11]([CH:15]([OH:19])[CH2:16][C:17]#[N:18])([CH3:14])[CH2:10][CH2:9]1)=[O:7])([CH3:4])([CH3:3])[CH3:2].N1C=CC=CC=1.[CH3:26][S:27](Cl)(=[O:29])=[O:28].